The task is: Regression. Given two drug SMILES strings and cell line genomic features, predict the synergy score measuring deviation from expected non-interaction effect.. This data is from NCI-60 drug combinations with 297,098 pairs across 59 cell lines. (1) Drug 1: CC1=CC2C(CCC3(C2CCC3(C(=O)C)OC(=O)C)C)C4(C1=CC(=O)CC4)C. Drug 2: CC1=C2C(C(=O)C3(C(CC4C(C3C(C(C2(C)C)(CC1OC(=O)C(C(C5=CC=CC=C5)NC(=O)C6=CC=CC=C6)O)O)OC(=O)C7=CC=CC=C7)(CO4)OC(=O)C)O)C)OC(=O)C. Cell line: SNB-19. Synergy scores: CSS=40.1, Synergy_ZIP=9.56, Synergy_Bliss=7.14, Synergy_Loewe=-80.8, Synergy_HSA=0.445. (2) Drug 1: C1=CC(=CC=C1CCC2=CNC3=C2C(=O)NC(=N3)N)C(=O)NC(CCC(=O)O)C(=O)O. Drug 2: C1=CN(C=N1)CC(O)(P(=O)(O)O)P(=O)(O)O. Cell line: TK-10. Synergy scores: CSS=24.4, Synergy_ZIP=-3.13, Synergy_Bliss=-6.88, Synergy_Loewe=-8.23, Synergy_HSA=-5.58. (3) Drug 1: CC1=C(C(=O)C2=C(C1=O)N3CC4C(C3(C2COC(=O)N)OC)N4)N. Drug 2: C(CCl)NC(=O)N(CCCl)N=O. Cell line: A549. Synergy scores: CSS=3.63, Synergy_ZIP=-1.74, Synergy_Bliss=-0.581, Synergy_Loewe=1.78, Synergy_HSA=0.877. (4) Drug 1: C1=NC(=NC(=O)N1C2C(C(C(O2)CO)O)O)N. Drug 2: CC1CCC2CC(C(=CC=CC=CC(CC(C(=O)C(C(C(=CC(C(=O)CC(OC(=O)C3CCCCN3C(=O)C(=O)C1(O2)O)C(C)CC4CCC(C(C4)OC)OCCO)C)C)O)OC)C)C)C)OC. Cell line: BT-549. Synergy scores: CSS=8.18, Synergy_ZIP=-7.56, Synergy_Bliss=-1.11, Synergy_Loewe=-4.09, Synergy_HSA=-0.486. (5) Drug 1: C1=NC2=C(N=C(N=C2N1C3C(C(C(O3)CO)O)F)Cl)N. Drug 2: CC(C)(C#N)C1=CC(=CC(=C1)CN2C=NC=N2)C(C)(C)C#N. Cell line: NCI-H322M. Synergy scores: CSS=-0.0515, Synergy_ZIP=-0.247, Synergy_Bliss=-1.14, Synergy_Loewe=-2.52, Synergy_HSA=-2.36. (6) Drug 1: C1C(C(OC1N2C=NC3=C(N=C(N=C32)Cl)N)CO)O. Drug 2: C1=NC2=C(N1)C(=S)N=CN2. Cell line: SN12C. Synergy scores: CSS=48.0, Synergy_ZIP=-7.59, Synergy_Bliss=-6.33, Synergy_Loewe=-7.85, Synergy_HSA=-3.11. (7) Drug 1: CS(=O)(=O)C1=CC(=C(C=C1)C(=O)NC2=CC(=C(C=C2)Cl)C3=CC=CC=N3)Cl. Drug 2: C1C(C(OC1N2C=C(C(=O)NC2=O)F)CO)O. Cell line: COLO 205. Synergy scores: CSS=34.5, Synergy_ZIP=-0.489, Synergy_Bliss=-1.92, Synergy_Loewe=-11.2, Synergy_HSA=-4.69. (8) Drug 1: CC(CN1CC(=O)NC(=O)C1)N2CC(=O)NC(=O)C2. Drug 2: C1=NC2=C(N=C(N=C2N1C3C(C(C(O3)CO)O)O)F)N. Cell line: UACC62. Synergy scores: CSS=14.8, Synergy_ZIP=-5.07, Synergy_Bliss=-1.17, Synergy_Loewe=-0.0617, Synergy_HSA=0.109.